Dataset: Reaction yield outcomes from USPTO patents with 853,638 reactions. Task: Predict the reaction yield, written as a fraction of the theoretical maximum amount of product (1.0 means a 100% yield; for example, 0.34 means a 34% yield). (1) The reactants are [CH:1]([C:4]1[CH:12]=[CH:11][C:10]2[NH:9][C:8]3[CH2:13][CH2:14][N:15]([CH3:17])[CH2:16][C:7]=3[C:6]=2[CH:5]=1)([CH3:3])[CH3:2].[OH-].[K+].[CH3:20][C:21]1[N:26]=[CH:25][C:24]([CH:27]=[CH2:28])=[CH:23][N:22]=1. The catalyst is CN1CCCC1=O.O. The product is [CH:1]([C:4]1[CH:12]=[CH:11][C:10]2[N:9]([CH2:28][CH2:27][C:24]3[CH:23]=[N:22][C:21]([CH3:20])=[N:26][CH:25]=3)[C:8]3[CH2:13][CH2:14][N:15]([CH3:17])[CH2:16][C:7]=3[C:6]=2[CH:5]=1)([CH3:3])[CH3:2]. The yield is 0.240. (2) The reactants are FC(F)(F)C(O)=O.[O:8]=[C:9]1[C:17]2[C:12](=[CH:13][CH:14]=[CH:15][CH:16]=2)[C:11](=[O:18])[N:10]1[CH2:19][CH2:20][CH:21]([CH:29]([O:39]CC1C=CC(OC)=CC=1)[CH2:30][CH2:31][C:32]1[CH:37]=[CH:36][C:35]([I:38])=[CH:34][CH:33]=1)[C:22]([O:24]C(C)(C)C)=[O:23]. The catalyst is ClCCl. The product is [O:8]=[C:9]1[C:17]2[C:12](=[CH:13][CH:14]=[CH:15][CH:16]=2)[C:11](=[O:18])[N:10]1[CH2:19][CH2:20][CH:21]([CH:29]([OH:39])[CH2:30][CH2:31][C:32]1[CH:37]=[CH:36][C:35]([I:38])=[CH:34][CH:33]=1)[C:22]([OH:24])=[O:23]. The yield is 1.00.